This data is from Forward reaction prediction with 1.9M reactions from USPTO patents (1976-2016). The task is: Predict the product of the given reaction. Given the reactants ClC(Cl)(O[C:5](=[O:11])OC(Cl)(Cl)Cl)Cl.[CH2:13]([C:16]1([CH2:35][CH:36]=[CH2:37])[C:33](=[O:34])[N:19]2[CH2:20][CH2:21][NH:22][C@@H:23]([C:24]3[CH:29]=[CH:28][C:27]([O:30][CH3:31])=[CH:26][C:25]=3[CH3:32])[C@@H:18]2[CH2:17]1)[CH:14]=[CH2:15].[F:38][C:39]([F:55])([F:54])[C:40]1[CH:41]=[C:42]([C@H:50]([NH:52][CH3:53])[CH3:51])[CH:43]=[C:44]([C:46]([F:49])([F:48])[F:47])[CH:45]=1, predict the reaction product. The product is: [CH2:35]([C:16]1([CH2:13][CH:14]=[CH2:15])[C:33](=[O:34])[N:19]2[CH2:20][CH2:21][N:22]([C:5]([N:52]([C@@H:50]([C:42]3[CH:43]=[C:44]([C:46]([F:47])([F:48])[F:49])[CH:45]=[C:40]([C:39]([F:38])([F:54])[F:55])[CH:41]=3)[CH3:51])[CH3:53])=[O:11])[C@@H:23]([C:24]3[CH:29]=[CH:28][C:27]([O:30][CH3:31])=[CH:26][C:25]=3[CH3:32])[C@@H:18]2[CH2:17]1)[CH:36]=[CH2:37].